From a dataset of Forward reaction prediction with 1.9M reactions from USPTO patents (1976-2016). Predict the product of the given reaction. (1) Given the reactants [O-:1][N+:2]1[C:7]2[CH:8]=[C:9]3[C:13](=[CH:14][C:6]=2[N:5]=[C:4]([NH:15][CH2:16][CH2:17][CH2:18][OH:19])[N:3]=1)[CH2:12][CH2:11][CH2:10]3.C[OH:21].C(Cl)Cl, predict the reaction product. The product is: [O-:1][N+:2]1[C:7]2[CH:8]=[C:9]3[C:13](=[CH:14][C:6]=2[N+:5]([O-:21])=[C:4]([NH:15][CH2:16][CH2:17][CH2:18][OH:19])[N:3]=1)[CH2:12][CH2:11][CH2:10]3. (2) Given the reactants [H-].[Na+].Cl[C:4]1[CH:9]=[C:8]([Cl:10])[N:7]=[C:6]([C:11]2[S:12][CH:13]=[C:14]([C:16]([F:19])([F:18])[F:17])[N:15]=2)[N:5]=1.[CH3:20][O:21][C:22]1[CH:29]=[CH:28][C:25]([CH2:26][OH:27])=[CH:24][CH:23]=1.C([O-])(O)=O.[Na+], predict the reaction product. The product is: [Cl:10][C:8]1[CH:9]=[C:4]([O:27][CH2:26][C:25]2[CH:28]=[CH:29][C:22]([O:21][CH3:20])=[CH:23][CH:24]=2)[N:5]=[C:6]([C:11]2[S:12][CH:13]=[C:14]([C:16]([F:19])([F:18])[F:17])[N:15]=2)[N:7]=1. (3) Given the reactants [CH3:1][O:2][CH2:3][PH:4]([CH2:6][CH2:7][CH:8]=O)=[O:5].[CH2:10]([NH2:17])[C:11]1[CH:16]=[CH:15][CH:14]=[CH:13][CH:12]=1, predict the reaction product. The product is: [CH2:10]([N:17]=[CH:8][CH2:7][CH2:6][PH:4]([CH2:3][O:2][CH3:1])=[O:5])[C:11]1[CH:16]=[CH:15][CH:14]=[CH:13][CH:12]=1. (4) Given the reactants [F:1][C:2]1[C:10]([N+:11]([O-])=O)=[CH:9][CH:8]=[C:7]([F:14])[C:3]=1[C:4]([OH:6])=[O:5].[H][H], predict the reaction product. The product is: [NH2:11][C:10]1[C:2]([F:1])=[C:3]([C:7]([F:14])=[CH:8][CH:9]=1)[C:4]([OH:6])=[O:5]. (5) Given the reactants [CH3:1][O:2][C:3]1[CH:4]=[C:5]([C:11]([C@@H:13]2[C@:22]3([CH3:23])[C@H:17]([C:18]([CH3:25])([CH3:24])[CH2:19][CH2:20][CH2:21]3)[CH2:16][C@H:15]([CH2:26][NH2:27])[C@H:14]2[CH3:28])=[O:12])[CH:6]=[C:7]([O:9][CH3:10])[CH:8]=1.[C:29](O)(=[O:36])[C:30]1[CH:35]=[CH:34][CH:33]=[CH:32][CH:31]=1.C1CCC(N=C=NC2CCCCC2)CC1, predict the reaction product. The product is: [CH3:10][O:9][C:7]1[CH:6]=[C:5]([C:11]([C@@H:13]2[C@:22]3([CH3:23])[C@H:17]([C:18]([CH3:24])([CH3:25])[CH2:19][CH2:20][CH2:21]3)[CH2:16][C@H:15]([CH2:26][NH:27][C:29](=[O:36])[C:30]3[CH:35]=[CH:34][CH:33]=[CH:32][CH:31]=3)[C@H:14]2[CH3:28])=[O:12])[CH:4]=[C:3]([O:2][CH3:1])[CH:8]=1.